From a dataset of Forward reaction prediction with 1.9M reactions from USPTO patents (1976-2016). Predict the product of the given reaction. Given the reactants Cl[C:2]1[N:3]=[C:4]([N:23]2[CH2:28][CH2:27][O:26][CH2:25][CH2:24]2)[C:5]2[O:10][C:9]([C:11]([N:13]3[CH2:18][CH2:17][N:16]([S:19]([CH3:22])(=[O:21])=[O:20])[CH2:15][CH2:14]3)=[O:12])=[CH:8][C:6]=2[N:7]=1.CC1(C)C(C)(C)OB([C:37]2[CH:45]=[CH:44][CH:43]=[C:42]3[C:38]=2[CH:39]=[N:40][NH:41]3)O1, predict the reaction product. The product is: [NH:41]1[C:42]2[C:38](=[C:37]([C:2]3[N:3]=[C:4]([N:23]4[CH2:28][CH2:27][O:26][CH2:25][CH2:24]4)[C:5]4[O:10][C:9]([C:11]([N:13]5[CH2:18][CH2:17][N:16]([S:19]([CH3:22])(=[O:21])=[O:20])[CH2:15][CH2:14]5)=[O:12])=[CH:8][C:6]=4[N:7]=3)[CH:45]=[CH:44][CH:43]=2)[CH:39]=[N:40]1.